Task: Predict the product of the given reaction.. Dataset: Forward reaction prediction with 1.9M reactions from USPTO patents (1976-2016) (1) Given the reactants [Cl:1][C:2]1[CH:3]=[C:4]([C:10]2[O:11][C:12]3[C:17]([C:18](=[O:20])[CH:19]=2)=[C:16]([OH:21])[CH:15]=[C:14]([O:22][CH2:23][O:24][CH3:25])[CH:13]=3)[CH:5]=[CH:6][C:7]=1[O:8][CH3:9].[OH-].C([N+](CCCC)(CCCC)CCCC)CCC.[CH2:44](Br)[CH:45]=[C:46]([CH3:48])[CH3:47], predict the reaction product. The product is: [CH3:47][C:46]([CH3:48])=[CH:45][CH2:44][O:21][C:16]1[CH:15]=[C:14]([O:22][CH2:23][O:24][CH3:25])[CH:13]=[C:12]2[C:17]=1[C:18](=[O:20])[CH:19]=[C:10]([C:4]1[CH:5]=[CH:6][C:7]([O:8][CH3:9])=[C:2]([Cl:1])[CH:3]=1)[O:11]2. (2) Given the reactants [Cl:1][C:2]1[CH:7]=[C:6]([CH2:8][CH3:9])[N+:5]([O-])=[C:4]([O:11][C:12]2[C:17]([CH3:18])=[CH:16][C:15]([CH3:19])=[CH:14][C:13]=2[CH3:20])[C:3]=1[CH3:21].P(Cl)(Cl)Cl, predict the reaction product. The product is: [Cl:1][C:2]1[CH:7]=[C:6]([CH2:8][CH3:9])[N:5]=[C:4]([O:11][C:12]2[C:17]([CH3:18])=[CH:16][C:15]([CH3:19])=[CH:14][C:13]=2[CH3:20])[C:3]=1[CH3:21]. (3) Given the reactants [C-:1]#[N:2].Br[C:4]1[C:5]([Cl:16])=[CH:6][N:7]=[C:8]2[C:13]=1[N:12]=[C:11]([O:14][CH3:15])[CH:10]=[CH:9]2.[Cl-].[NH4+], predict the reaction product. The product is: [Cl:16][C:5]1[CH:6]=[N:7][C:8]2[C:13]([C:4]=1[C:1]#[N:2])=[N:12][C:11]([O:14][CH3:15])=[CH:10][CH:9]=2. (4) Given the reactants C(OC([N:8]1[CH2:13][CH2:12][CH:11]([OH:14])[CH2:10][CH2:9]1)=O)(C)(C)C.[O:15]([C:22]1[CH:27]=[CH:26][C:25](O)=[CH:24][CH:23]=1)[C:16]1[CH:21]=[CH:20][CH:19]=[CH:18][CH:17]=1.C1(P(C2C=CC=CC=2)C2C=CC=CC=2)C=CC=CC=1.N(C(OC(C)C)=O)=NC(OC(C)C)=O.[ClH:62], predict the reaction product. The product is: [ClH:62].[O:15]([C:22]1[CH:23]=[CH:24][C:25]([O:14][CH:11]2[CH2:10][CH2:9][NH:8][CH2:13][CH2:12]2)=[CH:26][CH:27]=1)[C:16]1[CH:21]=[CH:20][CH:19]=[CH:18][CH:17]=1. (5) Given the reactants Cl[C:2]1[C:11]2[CH2:10][CH2:9][CH2:8][C:7]([CH3:13])([CH3:12])[C:6]=2[N:5]=[C:4]([NH2:14])[N:3]=1.[CH3:15][C@H:16]1[CH2:21][NH:20][CH2:19][CH2:18][N:17]1C(OC(C)(C)C)=O, predict the reaction product. The product is: [CH3:12][C:7]1([CH3:13])[C:6]2[N:5]=[C:4]([NH2:14])[N:3]=[C:2]([N:20]3[CH2:19][CH2:18][NH:17][C@@H:16]([CH3:15])[CH2:21]3)[C:11]=2[CH2:10][CH2:9][CH2:8]1.